The task is: Predict the reactants needed to synthesize the given product.. This data is from Full USPTO retrosynthesis dataset with 1.9M reactions from patents (1976-2016). (1) Given the product [S:13]1[CH:14]=[CH:15][CH:16]=[C:12]1[S:9]([NH:8][CH2:7][P:3](=[O:2])([OH:4])[OH:6])(=[O:10])=[O:11], predict the reactants needed to synthesize it. The reactants are: C[O:2][P:3]([CH2:7][NH:8][S:9]([C:12]1[S:13][CH:14]=[CH:15][CH:16]=1)(=[O:11])=[O:10])(=[O:6])[O:4]C.Br[Si](C)(C)C. (2) Given the product [CH2:31]([C:30]1[N:4]=[C:2]([CH3:3])[NH:5][C:26](=[O:27])[C:25]=1[CH2:24][C:20]1[C:21]([F:23])=[CH:22][C:17]([C:12]2[C:11]([C:9]#[N:10])=[CH:16][CH:15]=[CH:14][CH:13]=2)=[CH:18][C:19]=1[F:36])[CH2:32][CH2:33][CH3:34], predict the reactants needed to synthesize it. The reactants are: Cl.[C:2]([NH2:5])(=[NH:4])[CH3:3].C[O-].[Na+].[C:9]([C:11]1[CH:16]=[CH:15][CH:14]=[CH:13][C:12]=1[C:17]1[CH:22]=[C:21]([F:23])[C:20]([CH2:24][CH:25]([C:30](=O)[CH2:31][CH2:32][CH2:33][CH3:34])[C:26](OC)=[O:27])=[C:19]([F:36])[CH:18]=1)#[N:10].O. (3) Given the product [Br:1][C:2]1[CH:3]=[C:4]([CH2:20][CH2:21][C:22]([OH:24])=[O:23])[CH:5]=[C:6]([Br:19])[C:7]=1[O:8][CH2:9][C:10]1[CH:15]=[CH:14][CH:13]=[C:12]([NH2:16])[CH:11]=1, predict the reactants needed to synthesize it. The reactants are: [Br:1][C:2]1[CH:3]=[C:4]([CH2:20][CH2:21][C:22]([OH:24])=[O:23])[CH:5]=[C:6]([Br:19])[C:7]=1[O:8][CH2:9][C:10]1[CH:15]=[CH:14][CH:13]=[C:12]([N+:16]([O-])=O)[CH:11]=1.[O-]S(S([O-])=O)=O.[Na+].[Na+]. (4) Given the product [CH3:8][C:7]1[CH:6]=[C:5]([C:9]2[CH:14]=[CH:13][CH:12]=[CH:11][CH:10]=2)[N:4]=[N:3][C:2]=1[NH:15][NH2:16], predict the reactants needed to synthesize it. The reactants are: Cl[C:2]1[N:3]=[N:4][C:5]([C:9]2[CH:14]=[CH:13][CH:12]=[CH:11][CH:10]=2)=[CH:6][C:7]=1[CH3:8].[NH2:15][NH2:16]. (5) Given the product [CH2:1]([O:3][C:4]([C:6]1[S:10][C:9]2[CH:11]=[CH:12][C:13]([CH:23]=[O:24])=[CH:14][C:8]=2[CH:7]=1)=[O:5])[CH3:2], predict the reactants needed to synthesize it. The reactants are: [CH2:1]([O:3][C:4]([C:6]1[S:10][C:9]2[CH:11]=[CH:12][C:13](I)=[CH:14][C:8]=2[CH:7]=1)=[O:5])[CH3:2].C([Mg]Br)(C)C.CN(C1C=CC=CN=1)[CH:23]=[O:24].Cl.